This data is from Forward reaction prediction with 1.9M reactions from USPTO patents (1976-2016). The task is: Predict the product of the given reaction. (1) Given the reactants [F:1][C:2]1[CH:7]=[CH:6][C:5]([CH:8]([C:10]2[CH:15]=[C:14]([O:16][C:17]([F:22])([F:21])[CH:18]([F:20])[F:19])[CH:13]=[C:12]([F:23])[CH:11]=2)[OH:9])=[CH:4][C:3]=1[O:24][CH3:25], predict the reaction product. The product is: [F:1][C:2]1[CH:7]=[CH:6][C:5]([C:8]([C:10]2[CH:15]=[C:14]([O:16][C:17]([F:21])([F:22])[CH:18]([F:20])[F:19])[CH:13]=[C:12]([F:23])[CH:11]=2)=[O:9])=[CH:4][C:3]=1[O:24][CH3:25]. (2) Given the reactants C[O:2][C:3](=O)[C:4]1[CH:9]=[C:8]([C:10]#[N:11])[CH:7]=[CH:6][C:5]=1[CH2:12][N:13]1[CH:18]([C:19]2[C:24]([Cl:25])=[CH:23][CH:22]=[CH:21][N:20]=2)[CH2:17][CH2:16][CH2:15][CH:14]1[C:26]1[C:31]([Cl:32])=[CH:30][CH:29]=[CH:28][N:27]=1.[Li+].[BH4-], predict the reaction product. The product is: [Cl:32][C:31]1[C:26]([CH:14]2[CH2:15][CH2:16][CH2:17][CH:18]([C:19]3[C:24]([Cl:25])=[CH:23][CH:22]=[CH:21][N:20]=3)[N:13]2[CH2:12][C:5]2[CH:6]=[CH:7][C:8]([C:10]#[N:11])=[CH:9][C:4]=2[CH2:3][OH:2])=[N:27][CH:28]=[CH:29][CH:30]=1. (3) Given the reactants [NH2:1][C:2]1[CH:3]=[C:4]([C:8]#[C:9][C:10]2[C:11]([N:25]3[CH2:30][CH2:29][O:28][CH2:27][CH2:26]3)=[CH:12][C:13]([CH3:24])=[C:14]([NH:16][C:17](=[O:23])[O:18][C:19]([CH3:22])([CH3:21])[CH3:20])[CH:15]=2)[CH:5]=[CH:6][CH:7]=1.[H][H], predict the reaction product. The product is: [NH2:1][C:2]1[CH:3]=[C:4]([CH2:8][CH2:9][C:10]2[C:11]([N:25]3[CH2:26][CH2:27][O:28][CH2:29][CH2:30]3)=[CH:12][C:13]([CH3:24])=[C:14]([NH:16][C:17](=[O:23])[O:18][C:19]([CH3:20])([CH3:21])[CH3:22])[CH:15]=2)[CH:5]=[CH:6][CH:7]=1.